Dataset: Catalyst prediction with 721,799 reactions and 888 catalyst types from USPTO. Task: Predict which catalyst facilitates the given reaction. (1) Reactant: [F:1][C:2]1[CH:7]=[CH:6][C:5](B(O)O)=[CH:4][C:3]=1[C:11]1[CH:16]=[CH:15][C:14]([F:17])=[CH:13][N:12]=1.Br[C:19]1[N:23]2[N:24]=[CH:25][C:26]([C:28]([F:31])([F:30])[F:29])=[N:27][C:22]2=[N:21][CH:20]=1.C([O-])([O-])=O.[Na+].[Na+]. Product: [F:1][C:2]1[CH:7]=[CH:6][C:5]([C:19]2[N:23]3[N:24]=[CH:25][C:26]([C:28]([F:29])([F:30])[F:31])=[N:27][C:22]3=[N:21][CH:20]=2)=[CH:4][C:3]=1[C:11]1[CH:16]=[CH:15][C:14]([F:17])=[CH:13][N:12]=1. The catalyst class is: 104. (2) Reactant: [NH:1]1[C:9]2[C:4](=[CH:5][CH:6]=[CH:7][CH:8]=2)[CH:3]=[C:2]1[CH:10]=[O:11].CO.C1(C)C=CC(S([CH2:23][N+:24]#[C-:25])(=O)=O)=CC=1.C(=O)([O-])[O-].[K+].[K+]. Product: [NH:1]1[C:9]2[C:4](=[CH:5][CH:6]=[CH:7][CH:8]=2)[CH:3]=[C:2]1[C:10]1[O:11][CH:25]=[N:24][CH:23]=1. The catalyst class is: 81. (3) Reactant: Br[CH2:2][C:3]([C@H:5]1[C@@H:9]2[C@@H:10]3[C@@:23]([CH3:26])([CH2:24][CH2:25][C@@:8]2([C:44]([O:46][Si](C(C)(C)C)(C)C)=[O:45])[CH2:7][CH2:6]1)[C@@:22]1([CH3:27])[C@@H:13]([C@:14]2([CH3:43])[C@@H:19]([CH2:20][CH2:21]1)[C:18]([CH3:29])([CH3:28])[C:17]([C:30]1[CH:35]=[CH:34][C:33]([C:36]([O:38][C:39]([CH3:42])([CH3:41])[CH3:40])=[O:37])=[CH:32][CH:31]=1)=[CH:16][CH2:15]2)[CH2:12][CH2:11]3)=[CH2:4].[CH3:54][N:55]([CH3:60])[CH2:56][CH2:57][NH:58][CH3:59]. Product: [C:39]([O:38][C:36]([C:33]1[CH:32]=[CH:31][C:30]([C:17]2[C:18]([CH3:29])([CH3:28])[C@H:19]3[C@:14]([CH3:43])([CH2:15][CH:16]=2)[C@@H:13]2[C@:22]([CH3:27])([C@@:23]4([CH3:26])[C@H:10]([CH2:11][CH2:12]2)[C@H:9]2[C@H:5]([C:3]([CH2:2][N:58]([CH2:57][CH2:56][N:55]([CH3:60])[CH3:54])[CH3:59])=[CH2:4])[CH2:6][CH2:7][C@:8]2([C:44]([OH:46])=[O:45])[CH2:25][CH2:24]4)[CH2:21][CH2:20]3)=[CH:35][CH:34]=1)=[O:37])([CH3:42])([CH3:40])[CH3:41]. The catalyst class is: 26. (4) Reactant: C([C:3]1[CH:8]=[CH:7][C:6]([NH:9][CH2:10][C:11]2[CH:16]=[CH:15][CH:14]=[C:13]([S:17]([CH3:25])(=[N:19][C:20]([O:22][CH2:23][CH3:24])=[O:21])=[O:18])[CH:12]=2)=[CH:5][C:4]=1[N:26]=[CH:27][N:28](C)[CH3:29])#N.[NH2:31][C:32]1[CH:33]=[N:34][CH:35]=[CH:36][CH:37]=1.ClCCl.CO. Product: [CH2:23]([O:22][C:20]([N:19]=[S:17]([CH3:25])([C:13]1[CH:14]=[CH:15][CH:16]=[C:11]([CH2:10][NH:9][C:6]2[CH:5]=[C:4]3[C:3]([C:29]([NH:31][C:32]4[CH:33]=[N:34][CH:35]=[CH:36][CH:37]=4)=[N:28][CH:27]=[N:26]3)=[CH:8][CH:7]=2)[CH:12]=1)=[O:18])=[O:21])[CH3:24]. The catalyst class is: 5. (5) Reactant: Cl.Cl.[NH2:3][CH2:4][CH:5]=[CH:6][C:7]1[CH:8]=[C:9]2[C:14](=[CH:15][CH:16]=1)[N:13]=[CH:12][N:11]=[C:10]2[NH:17][C:18]1[CH:23]=[CH:22][C:21]([O:24][C:25]2[CH:26]=[N:27][C:28]([CH3:31])=[CH:29][CH:30]=2)=[C:20]([CH3:32])[CH:19]=1.[OH-].[Na+].[CH3:35][O:36][CH2:37][C:38](Cl)=[O:39]. Product: [CH3:35][O:36][CH2:37][C:38]([NH:3][CH2:4][CH:5]=[CH:6][C:7]1[CH:8]=[C:9]2[C:14](=[CH:15][CH:16]=1)[N:13]=[CH:12][N:11]=[C:10]2[NH:17][C:18]1[CH:23]=[CH:22][C:21]([O:24][C:25]2[CH:26]=[N:27][C:28]([CH3:31])=[CH:29][CH:30]=2)=[C:20]([CH3:32])[CH:19]=1)=[O:39]. The catalyst class is: 504. (6) Reactant: [H-].[H-].[H-].[H-].[Li+].[Al+3].[CH2:7]([O:14][C:15]([NH:17][C:18]1[CH:23]=[CH:22][C:21](/[CH:24]=[CH:25]/[C:26](OC)=[O:27])=[CH:20][CH:19]=1)=[O:16])[C:8]1[CH:13]=[CH:12][CH:11]=[CH:10][CH:9]=1. Product: [OH:27][CH2:26]/[CH:25]=[CH:24]/[C:21]1[CH:22]=[CH:23][C:18]([NH:17][C:15](=[O:16])[O:14][CH2:7][C:8]2[CH:9]=[CH:10][CH:11]=[CH:12][CH:13]=2)=[CH:19][CH:20]=1. The catalyst class is: 1. (7) Reactant: [CH3:1][N:2]1[C:10]2[C:5](=[CH:6][CH:7]=[CH:8][CH:9]=2)[C:4]([C@@H:11]2[CH2:13][C@H:12]2[C:14]([O:16]CC)=[O:15])=[CH:3]1.[OH-].[Na+].Cl. Product: [CH3:1][N:2]1[C:10]2[C:5](=[CH:6][CH:7]=[CH:8][CH:9]=2)[C:4]([C@@H:11]2[CH2:13][C@H:12]2[C:14]([OH:16])=[O:15])=[CH:3]1. The catalyst class is: 5. (8) Reactant: C(O)=O.C([N:8]([CH:12]1[CH2:16][CH2:15][N:14]([C:17]2[CH:22]=[C:21]([CH:23]3[CH:30]4[CH2:31][CH:26]5[CH2:27][CH:28]([CH2:32][CH:24]3[CH2:25]5)[CH2:29]4)[N:20]=[C:19]([NH2:33])[N:18]=2)[CH2:13]1)C(=O)O)(C)(C)C.C(O)(C(F)(F)F)=O. The catalyst class is: 2. Product: [CH:24]12[CH2:32][CH:28]3[CH2:27][CH:26]([CH2:31][CH:30]([CH2:29]3)[CH:23]1[C:21]1[CH:22]=[C:17]([N:14]3[CH2:15][CH2:16][CH:12]([NH2:8])[CH2:13]3)[N:18]=[C:19]([NH2:33])[N:20]=1)[CH2:25]2. (9) Reactant: BrN1C(=[O:7])CCC1=O.[F:9][C:10]1[CH:15]=[C:14]([CH3:16])[CH:13]=[CH:12][C:11]=1/[CH:17]=[CH:18]/[C:19]([O:21][CH2:22][CH3:23])=[O:20]. Product: [F:9][C:10]1[CH:15]=[C:14]([CH2:16][OH:7])[CH:13]=[CH:12][C:11]=1/[CH:17]=[CH:18]/[C:19]([O:21][CH2:22][CH3:23])=[O:20]. The catalyst class is: 53. (10) Reactant: [NH2:1][C@@H:2]1[CH2:7][CH2:6][C@H:5]([N:8]2[C:13](=[O:14])[C:12]3[CH:15]=[C:16]([F:19])[CH:17]=[N:18][C:11]=3[N:10]([C:20]3[CH:21]=[C:22]([C:26]4[CH:31]=[CH:30][C:29]([CH2:32][N:33]5[CH2:39][CH2:38][CH2:37][N:36]([CH3:40])[CH2:35][CH2:34]5)=[CH:28][CH:27]=4)[CH:23]=[CH:24][CH:25]=3)[C:9]2=[O:41])[CH2:4][CH2:3]1.[CH3:42][N:43]([CH3:48])[CH2:44][C:45](O)=[O:46].C(N(CC)CC)C.CCCP1(OP(CCC)(=O)OP(CCC)(=O)O1)=O.C(=O)([O-])O.[Na+]. Product: [F:19][C:16]1[CH:17]=[N:18][C:11]2[N:10]([C:20]3[CH:21]=[C:22]([C:26]4[CH:27]=[CH:28][C:29]([CH2:32][N:33]5[CH2:39][CH2:38][CH2:37][N:36]([CH3:40])[CH2:35][CH2:34]5)=[CH:30][CH:31]=4)[CH:23]=[CH:24][CH:25]=3)[C:9](=[O:41])[N:8]([C@@H:5]3[CH2:6][CH2:7][C@H:2]([NH:1][C:45](=[O:46])[CH2:44][N:43]([CH3:48])[CH3:42])[CH2:3][CH2:4]3)[C:13](=[O:14])[C:12]=2[CH:15]=1. The catalyst class is: 10.